Dataset: Forward reaction prediction with 1.9M reactions from USPTO patents (1976-2016). Task: Predict the product of the given reaction. (1) Given the reactants [H-].[Na+].[CH2:3]([O:5][C:6](=[O:16])[CH2:7]P(OCC)(OCC)=O)[CH3:4].O[CH:18]1[C:26]2[C:21](=[CH:22][CH:23]=[C:24]([S:27]([CH3:30])(=[O:29])=[O:28])[CH:25]=2)[C:20](=[O:31])[N:19]1[CH2:32][C:33]([F:36])([F:35])[F:34].CC(=O)OCC, predict the reaction product. The product is: [CH2:3]([O:5][C:6](=[O:16])[CH2:7][CH:18]1[C:26]2[C:21](=[CH:22][CH:23]=[C:24]([S:27]([CH3:30])(=[O:28])=[O:29])[CH:25]=2)[C:20](=[O:31])[N:19]1[CH2:32][C:33]([F:34])([F:36])[F:35])[CH3:4]. (2) Given the reactants [Cl:1][C:2]1[CH:3]=[C:4](OS(C(F)(F)F)(=O)=O)[CH:5]=[C:6]([Cl:20])[C:7]=1[CH2:8][N:9]1[CH2:13][CH2:12][C:11]2([CH2:18][CH2:17][CH2:16][CH2:15][CH2:14]2)[C:10]1=[O:19].[NH:29]1[CH2:34][CH2:33][O:32][CH2:31][CH2:30]1.[Li+].[OH-], predict the reaction product. The product is: [Cl:1][C:2]1[CH:3]=[C:4]([N:29]2[CH2:34][CH2:33][O:32][CH2:31][CH2:30]2)[CH:5]=[C:6]([Cl:20])[C:7]=1[CH2:8][N:9]1[CH2:13][CH2:12][C:11]2([CH2:18][CH2:17][CH2:16][CH2:15][CH2:14]2)[C:10]1=[O:19].